From a dataset of Catalyst prediction with 721,799 reactions and 888 catalyst types from USPTO. Predict which catalyst facilitates the given reaction. (1) Reactant: [Cl:1][C:2]1[CH:3]=[C:4]([CH:8]=[C:9](Cl)[N:10]=1)[C:5]([OH:7])=[O:6].[CH3:12][NH2:13].Cl. Product: [Cl:1][C:2]1[CH:3]=[C:4]([CH:8]=[C:9]([NH:13][CH3:12])[N:10]=1)[C:5]([OH:7])=[O:6]. The catalyst class is: 6. (2) Reactant: [NH2:1][C:2]1[N:7]=[CH:6][N:5]=[C:4]2[N:8]([CH:24]3[CH2:39][CH2:38][C:27]4([CH2:30][N:29](C(OC(C)(C)C)=O)[CH2:28]4)[CH2:26][CH2:25]3)[N:9]=[C:10]([C:11]3[CH:16]=[CH:15][C:14]([O:17][C:18]4[CH:23]=[CH:22][CH:21]=[CH:20][CH:19]=4)=[CH:13][CH:12]=3)[C:3]=12. Product: [O:17]([C:14]1[CH:13]=[CH:12][C:11]([C:10]2[C:3]3[C:4](=[N:5][CH:6]=[N:7][C:2]=3[NH2:1])[N:8]([CH:24]3[CH2:39][CH2:38][C:27]4([CH2:30][NH:29][CH2:28]4)[CH2:26][CH2:25]3)[N:9]=2)=[CH:16][CH:15]=1)[C:18]1[CH:19]=[CH:20][CH:21]=[CH:22][CH:23]=1. The catalyst class is: 106. (3) Reactant: [Br:1][C:2]1[CH:3]=[C:4]([CH:9]2[CH2:14][CH:13](OS(C)(=O)=O)[CH2:12][CH2:11][O:10]2)[CH:5]=[CH:6][C:7]=1[F:8].C([O-])([O-])=O.[K+].[K+].[F:26][C:27]([F:36])([F:35])[C:28]1[CH:29]=[C:30]([SH:34])[CH:31]=[CH:32][CH:33]=1. Product: [Br:1][C:2]1[CH:3]=[C:4]([CH:9]2[CH2:14][CH:13]([S:34][C:30]3[CH:31]=[CH:32][CH:33]=[C:28]([C:27]([F:26])([F:35])[F:36])[CH:29]=3)[CH2:12][CH2:11][O:10]2)[CH:5]=[CH:6][C:7]=1[F:8]. The catalyst class is: 18. (4) Reactant: CO[C:3]([C:5]1([CH3:30])[CH2:17][C:16]2[C:15]3[C:10](=[CH:11][CH:12]=[C:13]([O:18][CH2:19][CH2:20][O:21][CH3:22])[CH:14]=3)[NH:9][C:8]=2[CH:7]([C:23]2[CH:28]=[CH:27][CH:26]=[C:25]([OH:29])[CH:24]=2)[NH:6]1)=[O:4].C(N(CC)CC)C.[CH3:38][N:39]([CH3:43])[CH2:40][CH2:41][NH2:42].[C:44](=O)([O-])[O-:45].[Na+].[Na+]. Product: [CH3:38][N:39]([CH3:43])[CH2:40][CH2:41][N:42]1[C:44](=[O:45])[N:6]2[CH:7]([C:23]3[CH:28]=[CH:27][CH:26]=[C:25]([OH:29])[CH:24]=3)[C:8]3[NH:9][C:10]4[C:15]([C:16]=3[CH2:17][C:5]2([CH3:30])[C:3]1=[O:4])=[CH:14][C:13]([O:18][CH2:19][CH2:20][O:21][CH3:22])=[CH:12][CH:11]=4. The catalyst class is: 46. (5) Reactant: [CH3:1][C:2]1[NH:6][N:5]=[C:4]([NH2:7])[CH:3]=1.CCN(C(C)C)C(C)C.Cl[C:18]1[C:19]2[S:36][CH:35]=[CH:34][C:20]=2[N:21]=[C:22]([C:24]([F:33])([F:32])[C:25]2[CH:30]=[CH:29][C:28]([F:31])=[CH:27][N:26]=2)[N:23]=1. Product: [F:33][C:24]([F:32])([C:25]1[CH:30]=[CH:29][C:28]([F:31])=[CH:27][N:26]=1)[C:22]1[N:23]=[C:18]([NH:7][C:4]2[CH:3]=[C:2]([CH3:1])[NH:6][N:5]=2)[C:19]2[S:36][CH:35]=[CH:34][C:20]=2[N:21]=1. The catalyst class is: 3. (6) Reactant: [NH2:1][C:2]1[CH:7]=[CH:6][C:5]([OH:8])=[CH:4][C:3]=1[N+:9]([O-:11])=[O:10].[CH3:12]C([O-])(C)C.[K+].Cl[C:19]1[CH:24]=[CH:23]N=[C:21]([C:25]([NH:27][CH3:28])=[O:26])[CH:20]=1.C([O-])([O-])=O.[K+].[K+].C[NH-]. Product: [NH2:1][C:2]1[CH:7]=[CH:6][C:5]([O:8][C:19]2[CH:20]=[C:21]([CH:12]=[CH:23][CH:24]=2)[C:25]([NH:27][CH3:28])=[O:26])=[CH:4][C:3]=1[N+:9]([O-:11])=[O:10]. The catalyst class is: 58. (7) The catalyst class is: 23. Reactant: [NH2:1][C:2]1[C:7]([CH:8]=[O:9])=[C:6](Cl)[N:5]=[CH:4][N:3]=1.FC(F)(F)C(O)=O.[N:18]1([CH2:22][CH2:23][N:24]2[CH:28]=[C:27]([C:29]3[CH:34]=[CH:33][C:32]([F:35])=[C:31]([C:36]([F:39])([F:38])[F:37])[CH:30]=3)[N:26]=[C:25]2[CH:40]2[CH2:45][CH2:44][NH:43][CH2:42][CH2:41]2)[CH2:21]C[CH2:19]1.C(N(CC)CC)C. Product: [NH2:1][C:2]1[C:7]([CH:8]=[O:9])=[C:6]([N:43]2[CH2:44][CH2:45][CH:40]([C:25]3[N:24]([CH2:23][CH2:22][N:18]([CH3:21])[CH3:19])[CH:28]=[C:27]([C:29]4[CH:34]=[CH:33][C:32]([F:35])=[C:31]([C:36]([F:37])([F:38])[F:39])[CH:30]=4)[N:26]=3)[CH2:41][CH2:42]2)[N:5]=[CH:4][N:3]=1. (8) Reactant: [NH2:1][C:2]1[C:7]([NH2:8])=[CH:6][C:5]([N+:9]([O-:11])=[O:10])=[CH:4][N:3]=1.[CH3:12][S:13][C:14]1[CH:22]=[CH:21][C:17]([C:18](O)=O)=[CH:16][CH:15]=1.[OH-].[Na+]. Product: [CH3:12][S:13][C:14]1[CH:22]=[CH:21][C:17]([C:18]2[NH:1][C:2]3=[N:3][CH:4]=[C:5]([N+:9]([O-:11])=[O:10])[CH:6]=[C:7]3[N:8]=2)=[CH:16][CH:15]=1. The catalyst class is: 6. (9) The catalyst class is: 18. Reactant: [CH3:1][N:2]1[C:6]2[CH:7]=[CH:8][C:9]([N:11]3[CH:16]=[C:15]([C:17]([O:19][CH2:20][CH3:21])=[O:18])[C:14](=[O:22])[NH:13][C:12]3=[O:23])=[CH:10][C:5]=2[N:4]=[CH:3]1.Br[CH2:25][C:26]1[CH:31]=[CH:30][CH:29]=[C:28]([C:32]([F:35])([F:34])[F:33])[C:27]=1[CH3:36].C(=O)([O-])[O-].[K+].[K+].[I-].[K+]. Product: [CH3:1][N:2]1[C:6]2[CH:7]=[CH:8][C:9]([N:11]3[CH:16]=[C:15]([C:17]([O:19][CH2:20][CH3:21])=[O:18])[C:14](=[O:22])[N:13]([CH2:25][C:26]4[CH:31]=[CH:30][CH:29]=[C:28]([C:32]([F:33])([F:34])[F:35])[C:27]=4[CH3:36])[C:12]3=[O:23])=[CH:10][C:5]=2[N:4]=[CH:3]1.